Dataset: Reaction yield outcomes from USPTO patents with 853,638 reactions. Task: Predict the reaction yield, written as a fraction of the theoretical maximum amount of product (1.0 means a 100% yield; for example, 0.34 means a 34% yield). (1) The reactants are [NH2:1][C:2]1[C:3]([C:9]([O:11][CH3:12])=[O:10])=[N:4][C:5](Br)=[CH:6][CH:7]=1.[Br-].[S:14]1[CH:18]=[CH:17][N:16]=[C:15]1[Zn+].C1COCC1. The catalyst is C1C=CC(P(C2C=CC=CC=2)[C-]2C=CC=C2)=CC=1.C1C=CC(P(C2C=CC=CC=2)[C-]2C=CC=C2)=CC=1.Cl[Pd]Cl.[Fe+2].C(Cl)Cl. The product is [NH2:1][C:2]1[C:3]([C:9]([O:11][CH3:12])=[O:10])=[N:4][C:5]([C:15]2[S:14][CH:18]=[CH:17][N:16]=2)=[CH:6][CH:7]=1. The yield is 0.510. (2) The reactants are [CH2:1]([NH:8][C:9](=O)[CH2:10][C:11]1[N:12]([C@@H:17]2[CH2:26][C:25]3[C:20](=[C:21]([F:28])[CH:22]=[C:23]([F:27])[CH:24]=3)[O:19][CH2:18]2)[C:13](=[S:16])[NH:14][CH:15]=1)[C:2]1[CH:7]=[CH:6][CH:5]=[CH:4][CH:3]=1.[BH4-].[Na+].O1CCCC1.B(F)(F)F.Cl.[OH-].[Na+]. The catalyst is O1CCCC1. The product is [CH2:1]([NH:8][CH2:9][CH2:10][C:11]1[N:12]([C@@H:17]2[CH2:26][C:25]3[C:20](=[C:21]([F:28])[CH:22]=[C:23]([F:27])[CH:24]=3)[O:19][CH2:18]2)[C:13](=[S:16])[NH:14][CH:15]=1)[C:2]1[CH:7]=[CH:6][CH:5]=[CH:4][CH:3]=1. The yield is 0.760.